This data is from Forward reaction prediction with 1.9M reactions from USPTO patents (1976-2016). The task is: Predict the product of the given reaction. (1) Given the reactants [CH3:1][C:2]1[C:3](=[O:18])[C:4]([O:16]C)(OC)[C:5]=1[C:6]1[CH:11]=[CH:10][CH:9]=[C:8]([O:12][CH3:13])[CH:7]=1.[CH3:19][O:20][C:21]1[CH:22]=[C:23]([Mg]Br)[CH:24]=[CH:25][CH:26]=1.Cl, predict the reaction product. The product is: [OH:18][C:3]1([C:25]2[CH:24]=[CH:23][CH:22]=[C:21]([O:20][CH3:19])[CH:26]=2)[C:4](=[O:16])[C:5]([C:6]2[CH:11]=[CH:10][CH:9]=[C:8]([O:12][CH3:13])[CH:7]=2)=[C:2]1[CH3:1]. (2) The product is: [ClH:53].[CH2:27]([N:3]([CH2:1][CH3:2])[C:4](=[O:26])[C:5]1[CH:6]=[CH:7][C:8]([C:11](=[C:18]2[CH2:24][CH:23]3[N:25]([CH2:29][CH2:30][CH3:31])[CH:20]([CH2:21][CH2:22]3)[CH2:19]2)[C:12]2[CH:17]=[CH:16][CH:15]=[CH:14][CH:13]=2)=[CH:9][CH:10]=1)[CH3:28]. Given the reactants [CH2:1]([N:3]([CH2:27][CH3:28])[C:4](=[O:26])[C:5]1[CH:10]=[CH:9][C:8]([C:11](=[C:18]2[CH2:24][CH:23]3[NH:25][CH:20]([CH2:21][CH2:22]3)[CH2:19]2)[C:12]2[CH:17]=[CH:16][CH:15]=[CH:14][CH:13]=2)=[CH:7][CH:6]=1)[CH3:2].[CH:29](=O)[CH2:30][CH3:31].CC(O)=O.[BH-](OC(C)=O)(OC(C)=O)OC(C)=O.[Na+].[OH-].[Na+].[Cl:53]CCCl, predict the reaction product.